This data is from Reaction yield outcomes from USPTO patents with 853,638 reactions. The task is: Predict the reaction yield, written as a fraction of the theoretical maximum amount of product (1.0 means a 100% yield; for example, 0.34 means a 34% yield). (1) The reactants are [CH2:1]([NH:8][C:9](=[O:18])[CH2:10][C:11]1[CH:16]=[CH:15][C:14](Br)=[CH:13][N:12]=1)[C:2]1[CH:7]=[CH:6][CH:5]=[CH:4][CH:3]=1.CC1(C)C(C)(C)OB([C:27]2[CH:41]=[CH:40][C:30]([O:31][CH2:32][CH2:33][N:34]3[CH2:39][CH2:38][O:37][CH2:36][CH2:35]3)=[CH:29][CH:28]=2)O1.C(=O)([O-])[O-].[K+].[K+]. The catalyst is C(O)C. The product is [CH:5]1[CH:4]=[CH:3][C:2]([CH2:1][NH:8][C:9]([CH2:10][C:11]2[CH:16]=[CH:15][C:14]([C:27]3[CH:28]=[CH:29][C:30]([O:31][CH2:32][CH2:33][N:34]4[CH2:35][CH2:36][O:37][CH2:38][CH2:39]4)=[CH:40][CH:41]=3)=[CH:13][N:12]=2)=[O:18])=[CH:7][CH:6]=1. The yield is 0.790. (2) The reactants are [C:1]([O:5][C:6]([N:8]([CH2:28][C:29]([OH:31])=O)[C@@H:9]1[CH2:11][C@H:10]1[C:12]1[CH:17]=[CH:16][C:15]([O:18][CH2:19][C:20]2[CH:25]=[CH:24][C:23]([C:26]#[N:27])=[CH:22][CH:21]=2)=[CH:14][CH:13]=1)=[O:7])([CH3:4])([CH3:3])[CH3:2].[NH3:32]. The catalyst is C(Cl)Cl. The product is [NH2:32][C:29](=[O:31])[CH2:28][N:8]([C@@H:9]1[CH2:11][C@H:10]1[C:12]1[CH:17]=[CH:16][C:15]([O:18][CH2:19][C:20]2[CH:25]=[CH:24][C:23]([C:26]#[N:27])=[CH:22][CH:21]=2)=[CH:14][CH:13]=1)[C:6](=[O:7])[O:5][C:1]([CH3:4])([CH3:2])[CH3:3]. The yield is 0.760. (3) The reactants are [CH2:1]([O:8][C:9](=[O:24])[CH2:10][CH2:11][C@H:12]([NH:16][C:17]([O:19][C:20]([CH3:23])([CH3:22])[CH3:21])=[O:18])[C:13]([OH:15])=[O:14])[C:2]1[CH:7]=[CH:6][CH:5]=[CH:4][CH:3]=1.[CH:25]1(O)[CH2:29][CH2:28][CH2:27][CH2:26]1.CCN=C=NCCCN(C)C.CCOCC. The yield is 0.800. The product is [CH:25]1([O:14][C:13](=[O:15])[C@@H:12]([NH:16][C:17]([O:19][C:20]([CH3:21])([CH3:23])[CH3:22])=[O:18])[CH2:11][CH2:10][C:9]([O:8][CH2:1][C:2]2[CH:7]=[CH:6][CH:5]=[CH:4][CH:3]=2)=[O:24])[CH2:29][CH2:28][CH2:27][CH2:26]1. The catalyst is C(Cl)Cl.CN(C=O)C.CN(C1C=CN=CC=1)C. (4) The reactants are [F:1][C:2]1[C:7]([C:8]2[N:12](S(C3C=CC=CC=3)(=O)=O)[CH:11]=[C:10]([CH:22]=[O:23])[CH:9]=2)=[CH:6][CH:5]=[CH:4][N:3]=1.[OH-].[Na+]. The catalyst is CO.O1CCCC1.[Cl-].[Na+].O. The product is [F:1][C:2]1[C:7]([C:8]2[NH:12][CH:11]=[C:10]([CH:22]=[O:23])[CH:9]=2)=[CH:6][CH:5]=[CH:4][N:3]=1. The yield is 0.790. (5) The reactants are [C:1]1([CH3:24])[CH:6]=[C:5]([CH3:7])[CH:4]=[C:3]([CH3:8])[C:2]=1[N:9]1[CH:13]=[CH:12][C:11]([C:14](OCC)=[O:15])=[C:10]1[C:19](OCC)=[O:20].O.[NH2:26][NH2:27].Cl. The catalyst is C(O)C. The product is [C:1]1([CH3:24])[CH:6]=[C:5]([CH3:7])[CH:4]=[C:3]([CH3:8])[C:2]=1[N:9]1[C:10]2[C:19](=[O:20])[NH:26][NH:27][C:14](=[O:15])[C:11]=2[CH:12]=[CH:13]1. The yield is 0.940.